Dataset: Reaction yield outcomes from USPTO patents with 853,638 reactions. Task: Predict the reaction yield, written as a fraction of the theoretical maximum amount of product (1.0 means a 100% yield; for example, 0.34 means a 34% yield). (1) The reactants are C[O:2][C:3](=[O:24])/[C:4](/[C:11]1[CH:16]=[CH:15][C:14]([N:17]2[C:21]([CH3:22])=[N:20][N:19]=[N:18]2)=[C:13]([F:23])[CH:12]=1)=[CH:5]/[CH:6]1[CH2:10][CH2:9][CH2:8][CH2:7]1.[OH-].[Na+]. The catalyst is C(O)C. The product is [CH:6]1(/[CH:5]=[C:4](\[C:11]2[CH:16]=[CH:15][C:14]([N:17]3[C:21]([CH3:22])=[N:20][N:19]=[N:18]3)=[C:13]([F:23])[CH:12]=2)/[C:3]([OH:24])=[O:2])[CH2:10][CH2:9][CH2:8][CH2:7]1. The yield is 1.00. (2) The reactants are Cl[C:2]1[N:7]=[C:6]([C:8]2[CH:13]=[CH:12][C:11]([N+:14]([O-:16])=[O:15])=[CH:10][CH:9]=2)[N:5]=[C:4]([N:17]2[CH:22]3[CH2:23][CH2:24][CH:18]2[CH2:19][O:20][CH2:21]3)[N:3]=1.C([Sn](CCCC)(CCCC)[C:30]1[CH2:31][CH2:32][O:33][CH2:34][CH:35]=1)CCC. The catalyst is C1C=CC([P]([Pd]([P](C2C=CC=CC=2)(C2C=CC=CC=2)C2C=CC=CC=2)([P](C2C=CC=CC=2)(C2C=CC=CC=2)C2C=CC=CC=2)[P](C2C=CC=CC=2)(C2C=CC=CC=2)C2C=CC=CC=2)(C2C=CC=CC=2)C2C=CC=CC=2)=CC=1.C1(C)C=CC=CC=1. The product is [O:33]1[CH2:32][CH:31]=[C:30]([C:2]2[N:7]=[C:6]([C:8]3[CH:13]=[CH:12][C:11]([N+:14]([O-:16])=[O:15])=[CH:10][CH:9]=3)[N:5]=[C:4]([N:17]3[CH:22]4[CH2:23][CH2:24][CH:18]3[CH2:19][O:20][CH2:21]4)[N:3]=2)[CH2:35][CH2:34]1. The yield is 0.860. (3) The reactants are [N+:1]([C:4]1[C:5]([C:14]([O:16][CH2:17][CH3:18])=[O:15])=[CH:6][C:7]2[O:12][CH2:11][CH2:10][O:9][C:8]=2[CH:13]=1)([O-])=O.[H][H]. The catalyst is CCOC(C)=O.[Pd]. The product is [NH2:1][C:4]1[C:5]([C:14]([O:16][CH2:17][CH3:18])=[O:15])=[CH:6][C:7]2[O:12][CH2:11][CH2:10][O:9][C:8]=2[CH:13]=1. The yield is 0.960. (4) The reactants are C(OC([N:8]1[CH2:13][CH2:12][N:11]([C:14]2[CH:15]=[N:16][C:17]([S:20]([CH3:23])(=[O:22])=[O:21])=[CH:18][CH:19]=2)[CH2:10][CH2:9]1)=O)(C)(C)C.C(O)(C(F)(F)F)=O. The catalyst is C(Cl)Cl. The product is [CH3:23][S:20]([C:17]1[N:16]=[CH:15][C:14]([N:11]2[CH2:12][CH2:13][NH:8][CH2:9][CH2:10]2)=[CH:19][CH:18]=1)(=[O:22])=[O:21]. The yield is 1.00. (5) The reactants are [O:1]=[C:2]1[NH:7][CH2:6][C@@H:5]([NH:8]C(OC(C)(C)C)=O)[CH2:4][CH2:3]1.C([Cl:19])(=O)C.C1(N)C(F)=C(F)C(F)=C(N)C=1F.Cl.Cl. The catalyst is C(O)C. The product is [ClH:19].[NH2:8][C@@H:5]1[CH2:6][NH:7][C:2](=[O:1])[CH2:3][CH2:4]1. The yield is 0.990. (6) The reactants are O[C:2]1([C:21]2[C:22]([OH:31])=[CH:23][C:24]3[O:28][N:27]=[C:26]([CH3:29])[C:25]=3[CH:30]=2)[C:10]2[C:5](=[CH:6][CH:7]=[CH:8][CH:9]=2)[N:4]([CH2:11][C:12]2[CH:17]=[CH:16][C:15]([O:18][CH3:19])=[CH:14][CH:13]=2)[C:3]1=[O:20].C([SiH](CC)CC)C.FC(F)(F)C(O)=O. The catalyst is ClCCl. The product is [OH:31][C:22]1[C:21]([CH:2]2[C:10]3[C:5](=[CH:6][CH:7]=[CH:8][CH:9]=3)[N:4]([CH2:11][C:12]3[CH:13]=[CH:14][C:15]([O:18][CH3:19])=[CH:16][CH:17]=3)[C:3]2=[O:20])=[CH:30][C:25]2[C:26]([CH3:29])=[N:27][O:28][C:24]=2[CH:23]=1. The yield is 0.930. (7) The reactants are C([Li])CCC.[S:6]1[CH:10]=[CH:9][N:8]=[CH:7]1.[CH2:11]1[O:21][C:14]2([CH2:19][CH2:18][C:17](=[O:20])[CH2:16][CH2:15]2)[O:13][CH2:12]1.O. The catalyst is C1COCC1. The product is [S:6]1[CH:10]=[CH:9][N:8]=[C:7]1[C:17]1([OH:20])[CH2:18][CH2:19][C:14]2([O:21][CH2:11][CH2:12][O:13]2)[CH2:15][CH2:16]1. The yield is 0.890. (8) The reactants are [N:1]1([C:7]([O:9][C:10]([CH3:13])([CH3:12])[CH3:11])=[O:8])[CH2:6][CH2:5][NH:4][CH2:3][CH2:2]1.O(C(C)(C)C)[Na].[Br:20][C:21]1[CH:26]=[CH:25][CH:24]=[C:23](I)[C:22]=1[CH3:28]. The catalyst is C(Cl)Cl.C1C=CC(/C=C/C(/C=C/C2C=CC=CC=2)=O)=CC=1.C1C=CC(/C=C/C(/C=C/C2C=CC=CC=2)=O)=CC=1.C1C=CC(/C=C/C(/C=C/C2C=CC=CC=2)=O)=CC=1.[Pd].[Pd]. The product is [Br:20][C:21]1[C:22]([CH3:28])=[C:23]([N:4]2[CH2:5][CH2:6][N:1]([C:7]([O:9][C:10]([CH3:13])([CH3:12])[CH3:11])=[O:8])[CH2:2][CH2:3]2)[CH:24]=[CH:25][CH:26]=1. The yield is 0.320. (9) The reactants are [CH3:1][O:2][C:3]1[CH:4]=[C:5]2[C:10](=[CH:11][C:12]=1[O:13][CH3:14])[N:9]=[CH:8][CH:7]=[C:6]2[O:15][C:16]1[C:17]([CH:23]([C:25]2[CH:30]=[CH:29][CH:28]=[C:27]([CH3:31])[N:26]=2)[OH:24])=[N:18][C:19]([CH3:22])=[CH:20][CH:21]=1.C(N(CC)CC)C.[C:39](OC(=O)C)(=[O:41])[CH3:40].O. The catalyst is C(Cl)(Cl)Cl. The product is [C:39]([O:24][CH:23]([C:17]1[C:16]([O:15][C:6]2[C:5]3[C:10](=[CH:11][C:12]([O:13][CH3:14])=[C:3]([O:2][CH3:1])[CH:4]=3)[N:9]=[CH:8][CH:7]=2)=[CH:21][CH:20]=[C:19]([CH3:22])[N:18]=1)[C:25]1[CH:30]=[CH:29][CH:28]=[C:27]([CH3:31])[N:26]=1)(=[O:41])[CH3:40]. The yield is 0.610.